Dataset: TCR-epitope binding with 47,182 pairs between 192 epitopes and 23,139 TCRs. Task: Binary Classification. Given a T-cell receptor sequence (or CDR3 region) and an epitope sequence, predict whether binding occurs between them. (1) The epitope is HTTDPSFLGRY. The TCR CDR3 sequence is CASSAGTRNEQFF. Result: 1 (the TCR binds to the epitope). (2) The epitope is GTITSGWTF. The TCR CDR3 sequence is CASSYGGLGQPQHF. Result: 0 (the TCR does not bind to the epitope). (3) The epitope is LLMPILTLT. The TCR CDR3 sequence is CASRGQGNQPQHF. Result: 1 (the TCR binds to the epitope).